This data is from Full USPTO retrosynthesis dataset with 1.9M reactions from patents (1976-2016). The task is: Predict the reactants needed to synthesize the given product. (1) Given the product [CH2:1]([O:3][C:4]([C:6]1[NH:7][C:8]([CH2:12][CH2:13][C:14]([O:16][C:17]([CH3:18])([CH3:20])[CH3:19])=[O:15])=[CH:9][C:10]=1[CH3:11])=[O:5])[CH3:2], predict the reactants needed to synthesize it. The reactants are: [CH2:1]([O:3][C:4]([C:6]1[NH:7][C:8]([CH:12]=[CH:13][C:14]([O:16][C:17]([CH3:20])([CH3:19])[CH3:18])=[O:15])=[CH:9][C:10]=1[CH3:11])=[O:5])[CH3:2].C(O)C. (2) Given the product [C:1]([O:5][C:6](=[O:23])[NH:7][CH:8]([C:15]1[CH:20]=[CH:19][C:18]([Cl:21])=[CH:17][C:16]=1[F:22])[C:9]([C:28]1[CH:29]=[CH:30][C:25]([I:24])=[CH:26][CH:27]=1)=[O:14])([CH3:2])([CH3:3])[CH3:4], predict the reactants needed to synthesize it. The reactants are: [C:1]([O:5][C:6](=[O:23])[NH:7][CH:8]([C:15]1[CH:20]=[CH:19][C:18]([Cl:21])=[CH:17][C:16]=1[F:22])[C:9](=[O:14])N(OC)C)([CH3:4])([CH3:3])[CH3:2].[I:24][C:25]1[CH:30]=[CH:29][C:28](I)=[CH:27][CH:26]=1. (3) Given the product [CH2:35]([O:34][C:32](=[O:33])[C@@H:31]([NH:30][C:10](=[O:12])[C@@H:9]([N:8]([C:6]([O:5][C:1]([CH3:2])([CH3:3])[CH3:4])=[O:7])[CH3:14])[CH3:13])[CH:42]([CH3:44])[CH3:43])[C:36]1[CH:41]=[CH:40][CH:39]=[CH:38][CH:37]=1, predict the reactants needed to synthesize it. The reactants are: [C:1]([O:5][C:6]([N:8]([CH3:14])[C@@H:9]([CH3:13])[C:10]([OH:12])=O)=[O:7])([CH3:4])([CH3:3])[CH3:2].C1C=NC2N(O)N=NC=2C=1.C(Cl)CCl.Cl.[NH2:30][C@@H:31]([CH:42]([CH3:44])[CH3:43])[C:32]([O:34][CH2:35][C:36]1[CH:41]=[CH:40][CH:39]=[CH:38][CH:37]=1)=[O:33].CN1CCOCC1. (4) Given the product [Br:1][C:2]1[CH:10]=[CH:9][CH:8]=[C:7]2[C:3]=1[CH2:4][CH2:5][CH:6]2[CH2:16][C:22]1[NH:23][C:24](=[S:27])[NH:25][CH:26]=1, predict the reactants needed to synthesize it. The reactants are: [Br:1][C:2]1[CH:10]=[CH:9][CH:8]=[C:7]2[C:3]=1[CH2:4][CH2:5][C:6]2=O.BrC1C=CC=C2C=1C[CH:16]([C:22]1[NH:23][C:24](=[S:27])[NH:25][CH:26]=1)C2. (5) Given the product [F:13][C:9]1[C:8]([F:14])=[C:7]2[C:12]([C:3]([CH2:2][N:26]3[C:25]4[CH:27]=[CH:28][CH:29]=[CH:30][C:24]=4[N:23]=[C:22]3[C:21]3[N:17]([CH3:16])[N:18]=[CH:19][CH:20]=3)=[CH:4][C:5](=[O:15])[NH:6]2)=[CH:11][CH:10]=1, predict the reactants needed to synthesize it. The reactants are: Br[CH2:2][C:3]1[C:12]2[C:7](=[C:8]([F:14])[C:9]([F:13])=[CH:10][CH:11]=2)[NH:6][C:5](=[O:15])[CH:4]=1.[CH3:16][N:17]1[C:21]([C:22]2[NH:26][C:25]3[CH:27]=[CH:28][CH:29]=[CH:30][C:24]=3[N:23]=2)=[CH:20][CH:19]=[N:18]1. (6) Given the product [CH3:35][O:36][C:37]1[C:42]2[N:43]=[C:44]([NH:46][C:6](=[O:8])[C:5]3[CH:9]=[CH:10][C:2]([CH3:1])=[N:3][CH:4]=3)[O:45][C:41]=2[C:40]([N:47]2[CH2:52][CH2:51][O:50][CH2:49][CH2:48]2)=[CH:39][CH:38]=1, predict the reactants needed to synthesize it. The reactants are: [CH3:1][C:2]1[CH:10]=[CH:9][C:5]([C:6]([OH:8])=O)=[CH:4][N:3]=1.CN(C(ON1N=NC2C=CC=NC1=2)=[N+](C)C)C.F[P-](F)(F)(F)(F)F.[CH3:35][O:36][C:37]1[C:42]2[N:43]=[C:44]([NH2:46])[O:45][C:41]=2[C:40]([N:47]2[CH2:52][CH2:51][O:50][CH2:49][CH2:48]2)=[CH:39][CH:38]=1. (7) Given the product [CH3:16][CH:13]([C:12]1[NH:1][C:2]2[C:3]([CH:11]=1)=[CH:4][C:5]([O:9][CH3:10])=[C:6]([Cl:8])[CH:7]=2)[CH2:14][CH3:15], predict the reactants needed to synthesize it. The reactants are: [NH2:1][C:2]1[CH:7]=[C:6]([Cl:8])[C:5]([O:9][CH3:10])=[CH:4][C:3]=1[CH2:11][CH:12](O)[CH:13]([CH3:16])[CH2:14][CH3:15].C(=O)([O-])[O-].[K+].[K+].BrC1C(C)=CC(C)=CC=1C.CN(C)C=O. (8) Given the product [CH2:17]([O:16][C:14](=[O:15])[CH2:13][CH:9]1[O:8][CH:7]([C:19]2[CH:24]=[CH:23][CH:22]=[C:21]([O:25][CH3:26])[C:20]=2[O:27][CH3:28])[C:6]2[CH:29]=[C:2]([Cl:1])[CH:3]=[CH:4][C:5]=2[N:11]2[C:32]([C:33]([CH3:44])([CH3:43])[CH2:34][NH:35][C:36]([O:37][C:38]([CH3:41])([CH3:40])[CH3:39])=[O:42])=[N:30][N:31]=[C:10]12)[CH3:18], predict the reactants needed to synthesize it. The reactants are: [Cl:1][C:2]1[CH:3]=[CH:4][C:5]2[NH:11][C:10](=S)[CH:9]([CH2:13][C:14]([O:16][CH2:17][CH3:18])=[O:15])[O:8][CH:7]([C:19]3[CH:24]=[CH:23][CH:22]=[C:21]([O:25][CH3:26])[C:20]=3[O:27][CH3:28])[C:6]=2[CH:29]=1.[NH:30]([C:32](=O)[C:33]([CH3:44])([CH3:43])[CH2:34][NH:35][C:36](=[O:42])[O:37][C:38]([CH3:41])([CH3:40])[CH3:39])[NH2:31]. (9) Given the product [CH2:32]([N:39]1[C:44](=[O:45])[C:43]([CH2:46][OH:47])=[CH:42][C:41]([C:49]2[CH:54]=[CH:53][C:52]([F:55])=[C:51]([CH3:56])[CH:50]=2)=[N:40]1)[C:33]1[CH:38]=[CH:37][CH:36]=[CH:35][CH:34]=1, predict the reactants needed to synthesize it. The reactants are: FC1C=C(F)C=CC=1C1C=C(CN2C(=O)C3=CC=CC=C3C2=O)C(=O)N(CC(C)C)N=1.[CH2:32]([N:39]1[C:44](=[O:45])[C:43]([C:46](O)=[O:47])=[CH:42][C:41]([C:49]2[CH:54]=[CH:53][C:52]([F:55])=[C:51]([CH3:56])[CH:50]=2)=[N:40]1)[C:33]1[CH:38]=[CH:37][CH:36]=[CH:35][CH:34]=1.